Dataset: Forward reaction prediction with 1.9M reactions from USPTO patents (1976-2016). Task: Predict the product of the given reaction. (1) Given the reactants C1C=C(Cl)C=C(C(OO)=[O:9])C=1.[CH:12]1([NH:15][C:16]([C:18]2[CH:19]=[C:20]([F:38])[C:21]([CH3:37])=[C:22]([C:24]3[N:29]=[CH:28][C:27]([C:30]([NH:32][C:33]([CH3:36])([CH3:35])[CH3:34])=[O:31])=[CH:26][CH:25]=3)[CH:23]=2)=[O:17])[CH2:14][CH2:13]1, predict the reaction product. The product is: [CH:12]1([NH:15][C:16]([C:18]2[CH:19]=[C:20]([F:38])[C:21]([CH3:37])=[C:22]([C:24]3[N+:29]([O-:9])=[CH:28][C:27]([C:30]([NH:32][C:33]([CH3:34])([CH3:35])[CH3:36])=[O:31])=[CH:26][CH:25]=3)[CH:23]=2)=[O:17])[CH2:14][CH2:13]1. (2) Given the reactants [NH:1]1[CH2:5][CH:4]=[C:3]([C:6]2[N:29]([S:30]([C:33]3[CH:38]=[CH:37][CH:36]=[CH:35][CH:34]=3)(=[O:32])=[O:31])[C:9]3=[N:10][CH:11]=[CH:12][C:13]([C:14]4[CH:15]=[CH:16][C:17]([O:22][CH:23]5[CH2:28][CH2:27][O:26][CH2:25][CH2:24]5)=[C:18]([CH:21]=4)[C:19]#[N:20])=[C:8]3[CH:7]=2)[CH2:2]1.[O:39]1[CH2:42][C:41](=O)[CH2:40]1.C(O[BH-](OC(=O)C)OC(=O)C)(=O)C.[Na+], predict the reaction product. The product is: [O:39]1[CH2:42][CH:41]([N:1]2[CH2:5][CH:4]=[C:3]([C:6]3[N:29]([S:30]([C:33]4[CH:34]=[CH:35][CH:36]=[CH:37][CH:38]=4)(=[O:32])=[O:31])[C:9]4=[N:10][CH:11]=[CH:12][C:13]([C:14]5[CH:15]=[CH:16][C:17]([O:22][CH:23]6[CH2:24][CH2:25][O:26][CH2:27][CH2:28]6)=[C:18]([CH:21]=5)[C:19]#[N:20])=[C:8]4[CH:7]=3)[CH2:2]2)[CH2:40]1. (3) The product is: [Cl:1][C:2]1[CH:3]=[C:4]2[C:9](=[CH:10][C:11]=1[O:12][C:13]1[CH:18]=[CH:17][C:16]([C:19](=[O:31])[NH:20][CH2:21][CH:22]([C:24]3[CH:25]=[CH:26][C:27]([Cl:30])=[CH:28][CH:29]=3)[OH:23])=[CH:15][CH:14]=1)[O:8][CH2:7][CH2:6][CH:5]2[C:32]([O-:34])=[O:33].[Na+:37]. Given the reactants [Cl:1][C:2]1[CH:3]=[C:4]2[C:9](=[CH:10][C:11]=1[O:12][C:13]1[CH:18]=[CH:17][C:16]([C:19](=[O:31])[NH:20][CH2:21][CH:22]([C:24]3[CH:29]=[CH:28][C:27]([Cl:30])=[CH:26][CH:25]=3)[OH:23])=[CH:15][CH:14]=1)[O:8][CH2:7][CH2:6][CH:5]2[C:32]([OH:34])=[O:33].C[O-].[Na+:37], predict the reaction product.